From a dataset of Forward reaction prediction with 1.9M reactions from USPTO patents (1976-2016). Predict the product of the given reaction. (1) The product is: [NH2:54][C:52]1[CH:51]=[CH:50][N:49]=[C:48]([NH:47][C:44]2[CH:45]=[CH:46][C:41]([CH2:40][NH:39][C:21]([C:18]3[CH:17]=[C:16]([CH2:15][N:13]([S:10]([C:6]4[C:5]([CH3:24])=[CH:4][C:3]([O:2][CH3:1])=[CH:8][C:7]=4[CH3:9])(=[O:12])=[O:11])[CH3:14])[O:20][CH:19]=3)=[O:23])=[CH:42][CH:43]=2)[N:53]=1. Given the reactants [CH3:1][O:2][C:3]1[CH:8]=[C:7]([CH3:9])[C:6]([S:10]([N:13]([CH2:15][C:16]2[O:20][CH:19]=[C:18]([C:21]([OH:23])=O)[CH:17]=2)[CH3:14])(=[O:12])=[O:11])=[C:5]([CH3:24])[CH:4]=1.C1N=CN(C(N2C=NC=C2)=O)C=1.Cl.Cl.[NH2:39][CH2:40][C:41]1[CH:46]=[CH:45][C:44]([NH:47][C:48]2[N:53]=[C:52]([NH2:54])[CH:51]=[CH:50][N:49]=2)=[CH:43][CH:42]=1.CCN(C(C)C)C(C)C, predict the reaction product. (2) Given the reactants [CH:1]([C:4]1[N:9]=[C:8]([CH2:10][N:11]2[C:19]3[C:14](=[C:15]([N+:20]([O-])=O)[CH:16]=[CH:17][CH:18]=3)[C:13]([CH3:23])=[N:12]2)[CH:7]=[CH:6][CH:5]=1)([CH3:3])[CH3:2].[Cl-].[NH4+], predict the reaction product. The product is: [CH:1]([C:4]1[N:9]=[C:8]([CH2:10][N:11]2[C:19]3[CH:18]=[CH:17][CH:16]=[C:15]([NH2:20])[C:14]=3[C:13]([CH3:23])=[N:12]2)[CH:7]=[CH:6][CH:5]=1)([CH3:3])[CH3:2]. (3) Given the reactants [NH2:1][C:2]1[CH:3]=[C:4]2[C:8](=[CH:9][CH:10]=1)[NH:7][N:6]=[CH:5]2.[Cl:11][C:12]1[CH:17]=[CH:16][CH:15]=[C:14]([Cl:18])[C:13]=1[N:19]=[C:20]=[O:21], predict the reaction product. The product is: [Cl:11][C:12]1[CH:17]=[CH:16][CH:15]=[C:14]([Cl:18])[C:13]=1[NH:19][C:20]([NH:1][C:2]1[CH:3]=[C:4]2[C:8](=[CH:9][CH:10]=1)[NH:7][N:6]=[CH:5]2)=[O:21]. (4) Given the reactants [CH:1]12[CH2:10][CH:5]3[CH2:6][CH:7]([CH2:9][CH:3]([CH2:4]3)[CH:2]1[N:11]1[C:14](=[O:15])[C:13]([CH3:17])([CH3:16])[NH:12]1)[CH2:8]2.[CH2:18]([C:20]1[CH:27]=[CH:26][CH:25]=[CH:24][C:21]=1[CH2:22]Br)[CH3:19], predict the reaction product. The product is: [CH2:18]([C:20]1[CH:27]=[CH:26][CH:25]=[CH:24][C:21]=1[CH2:22][N:12]1[C:13]([CH3:17])([CH3:16])[C:14](=[O:15])[N:11]1[CH:2]1[CH:3]2[CH2:4][CH:5]3[CH2:6][CH:7]([CH2:8][CH:1]1[CH2:10]3)[CH2:9]2)[CH3:19]. (5) Given the reactants [NH:1]1[CH:5]=[C:4]([C:6]2C=[CH:12][CH:11]=[CH:10][C:7]=2C#N)[N:3]=[N:2]1.[OH-:14].[Na+].[O:16]1[CH2:21][CH2:20]OCC1, predict the reaction product. The product is: [NH:1]1[CH:5]=[C:4]([C:6]2[CH:7]=[CH:10][CH:11]=[CH:12][C:20]=2[C:21]([OH:16])=[O:14])[N:3]=[N:2]1.